From a dataset of Catalyst prediction with 721,799 reactions and 888 catalyst types from USPTO. Predict which catalyst facilitates the given reaction. (1) Reactant: [C:1]([O:5][C:6]([N:8]1[CH2:13][CH2:12][CH:11]([C:14]2[CH:19]=[CH:18][C:17]([N+:20]([O-])=O)=[C:16]([O:23][CH3:24])[CH:15]=2)[C:10]([F:26])([F:25])[CH2:9]1)=[O:7])([CH3:4])([CH3:3])[CH3:2]. Product: [C:1]([O:5][C:6]([N:8]1[CH2:13][CH2:12][CH:11]([C:14]2[CH:19]=[CH:18][C:17]([NH2:20])=[C:16]([O:23][CH3:24])[CH:15]=2)[C:10]([F:26])([F:25])[CH2:9]1)=[O:7])([CH3:4])([CH3:2])[CH3:3]. The catalyst class is: 19. (2) Reactant: [NH2:1][C:2]1[C:10]2[C:5](=[CH:6][N:7]=[CH:8][CH:9]=2)[S:4][C:3]=1[CH2:11][OH:12].N1C=CN=C1.[CH3:18][C:19]([Si:22](Cl)([CH3:24])[CH3:23])([CH3:21])[CH3:20]. Product: [Si:22]([O:12][CH2:11][C:3]1[S:4][C:5]2=[CH:6][N:7]=[CH:8][CH:9]=[C:10]2[C:2]=1[NH2:1])([C:19]([CH3:21])([CH3:20])[CH3:18])([CH3:24])[CH3:23]. The catalyst class is: 2. (3) Reactant: C(=O)([O-])[O-].[K+].[K+].Cl[C:8]1[N:13]=[CH:12][C:11]([C:14]#[N:15])=[CH:10][CH:9]=1.[NH:16]1[CH:20]=[CH:19][N:18]=[N:17]1. Product: [N:16]1([C:8]2[N:13]=[CH:12][C:11]([C:14]#[N:15])=[CH:10][CH:9]=2)[CH:20]=[CH:19][N:18]=[N:17]1.[NH:16]1[CH:20]=[CH:19][NH:18][N:17]1[C:8]1[N:13]=[CH:12][C:11]([C:14]#[N:15])=[CH:10][CH:9]=1. The catalyst class is: 16.